Predict the reactants needed to synthesize the given product. From a dataset of Full USPTO retrosynthesis dataset with 1.9M reactions from patents (1976-2016). (1) Given the product [S:42]1[C:41]2[CH:40]=[CH:39][CH:38]=[CH:37][C:36]=2[N:35]=[C:34]1[C:33]1[N:32]=[CH:31][N:28]2[C:29](=[O:30])[N:24]([CH3:23])[N:25]=[N:26][C:27]=12, predict the reactants needed to synthesize it. The reactants are: CC(OI1(OC(C)=O)(OC(C)=O)OC(=O)C2C=CC=CC1=2)=O.[CH3:23][N:24]1[C:29](=[O:30])[N:28]2[CH:31]=[N:32][C:33]([C:34](=[S:42])[NH:35][C:36]3[CH:41]=[CH:40][CH:39]=[CH:38][CH:37]=3)=[C:27]2[N:26]=[N:25]1. (2) Given the product [CH3:1][O:2][C:3]1[C:4]([O:24][CH3:25])=[CH:5][C:6]2[C:7]3[C:15]([C:16]4[CH:17]=[CH:18][C:19]([C:20]#[N:21])=[CH:22][CH:23]=4)=[N:14][N:13]([CH2:32][CH3:33])[C:8]=3[CH:9]=[N:10][C:11]=2[CH:12]=1, predict the reactants needed to synthesize it. The reactants are: [CH3:1][O:2][C:3]1[C:4]([O:24][CH3:25])=[CH:5][C:6]2[C:7]3[C:15]([C:16]4[CH:23]=[CH:22][C:19]([C:20]#[N:21])=[CH:18][CH:17]=4)=[N:14][NH:13][C:8]=3[CH:9]=[N:10][C:11]=2[CH:12]=1.C(=O)([O-])[O-].[K+].[K+].[CH2:32](I)[CH3:33].O.